From a dataset of NCI-60 drug combinations with 297,098 pairs across 59 cell lines. Regression. Given two drug SMILES strings and cell line genomic features, predict the synergy score measuring deviation from expected non-interaction effect. (1) Drug 1: C1C(C(OC1N2C=C(C(=O)NC2=O)F)CO)O. Drug 2: CC1CCC2CC(C(=CC=CC=CC(CC(C(=O)C(C(C(=CC(C(=O)CC(OC(=O)C3CCCCN3C(=O)C(=O)C1(O2)O)C(C)CC4CCC(C(C4)OC)O)C)C)O)OC)C)C)C)OC. Cell line: MALME-3M. Synergy scores: CSS=10.5, Synergy_ZIP=-0.479, Synergy_Bliss=8.09, Synergy_Loewe=4.53, Synergy_HSA=5.88. (2) Drug 1: CS(=O)(=O)C1=CC(=C(C=C1)C(=O)NC2=CC(=C(C=C2)Cl)C3=CC=CC=N3)Cl. Drug 2: CC1=C(C(CCC1)(C)C)C=CC(=CC=CC(=CC(=O)O)C)C. Cell line: RPMI-8226. Synergy scores: CSS=48.8, Synergy_ZIP=5.53, Synergy_Bliss=8.08, Synergy_Loewe=-37.4, Synergy_HSA=3.29. (3) Drug 1: C1=CN(C(=O)N=C1N)C2C(C(C(O2)CO)O)(F)F. Drug 2: CN1C(=O)N2C=NC(=C2N=N1)C(=O)N. Cell line: HT29. Synergy scores: CSS=47.0, Synergy_ZIP=9.50, Synergy_Bliss=7.92, Synergy_Loewe=-31.9, Synergy_HSA=5.51. (4) Drug 1: C1=CC(=CC=C1CCCC(=O)O)N(CCCl)CCCl. Drug 2: CC1=C(C(=CC=C1)Cl)NC(=O)C2=CN=C(S2)NC3=CC(=NC(=N3)C)N4CCN(CC4)CCO. Cell line: ACHN. Synergy scores: CSS=48.0, Synergy_ZIP=-4.42, Synergy_Bliss=-0.487, Synergy_Loewe=-8.90, Synergy_HSA=2.72. (5) Drug 1: C1CC(=O)NC(=O)C1N2CC3=C(C2=O)C=CC=C3N. Drug 2: N.N.Cl[Pt+2]Cl. Cell line: A498. Synergy scores: CSS=0.466, Synergy_ZIP=-0.850, Synergy_Bliss=-0.877, Synergy_Loewe=-2.06, Synergy_HSA=-2.00. (6) Drug 1: CC1=C(C=C(C=C1)NC(=O)C2=CC=C(C=C2)CN3CCN(CC3)C)NC4=NC=CC(=N4)C5=CN=CC=C5. Drug 2: CCN(CC)CCNC(=O)C1=C(NC(=C1C)C=C2C3=C(C=CC(=C3)F)NC2=O)C. Cell line: SF-268. Synergy scores: CSS=-8.77, Synergy_ZIP=-0.763, Synergy_Bliss=-6.43, Synergy_Loewe=-14.6, Synergy_HSA=-10.5. (7) Drug 1: C1=CC(=CC=C1CCCC(=O)O)N(CCCl)CCCl. Drug 2: COC1=NC(=NC2=C1N=CN2C3C(C(C(O3)CO)O)O)N. Cell line: A549. Synergy scores: CSS=29.4, Synergy_ZIP=3.68, Synergy_Bliss=4.94, Synergy_Loewe=-7.11, Synergy_HSA=1.40.